From a dataset of Full USPTO retrosynthesis dataset with 1.9M reactions from patents (1976-2016). Predict the reactants needed to synthesize the given product. (1) Given the product [Cl:27][C:28]1[CH:33]=[CH:32][C:31]([C:34]#[C:35][C:36]2[N:37]=[CH:38][C:39]([C:42]([NH:22][S:19]([C:14]3[CH:15]=[CH:16][CH:17]=[CH:18][C:13]=3[S:23](=[O:25])(=[O:24])[NH2:26])(=[O:21])=[O:20])=[O:43])=[CH:40][N:41]=2)=[CH:30][CH:29]=1, predict the reactants needed to synthesize it. The reactants are: Cl.CN(C)CCCN=C=NCC.[C:13]1([S:23]([NH2:26])(=[O:25])=[O:24])[C:14]([S:19]([NH2:22])(=[O:21])=[O:20])=[CH:15][CH:16]=[CH:17][CH:18]=1.[Cl:27][C:28]1[CH:33]=[CH:32][C:31]([C:34]#[C:35][C:36]2[N:41]=[CH:40][C:39]([C:42](O)=[O:43])=[CH:38][N:37]=2)=[CH:30][CH:29]=1.O. (2) Given the product [NH2:9][C@@H:10]([CH2:11][CH:12]([CH3:13])[CH3:14])[CH2:15][N:57]1[CH2:58][CH2:23][CH:21]([N:20]([C:24]2[CH:26]=[CH:15][C:10]([O:29][CH2:28][C:41]3[CH:42]=[CH:43][CH:44]=[CH:45][CH:46]=3)=[CH:11][CH:25]=2)[CH2:19][CH:18]=[C:12]([CH3:14])[CH3:13])[CH2:22][CH2:59]1, predict the reactants needed to synthesize it. The reactants are: O.C([NH:9][C@H:10]([C:15](O)=O)[CH2:11][CH:12]([CH3:14])[CH3:13])(OC(C)(C)C)=O.[CH3:18][CH2:19][N:20]([CH:24]([CH3:26])[CH3:25])[CH:21]([CH3:23])[CH3:22].Cl.[CH3:28][O:29]NC.CN(C(ON1N=N[C:42]2[CH:43]=[CH:44][CH:45]=[CH:46][C:41]1=2)=[N+](C)C)C.F[P-](F)(F)(F)(F)F.C[N:57]([CH:59]=O)[CH3:58]. (3) Given the product [CH2:1]([C:3]1[C:11]2[C:6](=[N:7][C:8]([CH3:27])=[C:9]([CH:19]([CH2:24][CH2:25][CH3:26])[C:20]([OH:22])=[O:21])[C:10]=2[C:12]2[CH:17]=[CH:16][C:15]([CH3:18])=[CH:14][CH:13]=2)[S:5][C:4]=1[CH3:28])[CH3:2], predict the reactants needed to synthesize it. The reactants are: [CH2:1]([C:3]1[C:11]2[C:6](=[N:7][C:8]([CH3:27])=[C:9]([CH:19]([CH2:24][CH2:25][CH3:26])[C:20]([O:22]C)=[O:21])[C:10]=2[C:12]2[CH:17]=[CH:16][C:15]([CH3:18])=[CH:14][CH:13]=2)[S:5][C:4]=1[CH3:28])[CH3:2].[OH-].[Na+]. (4) Given the product [O:12]([CH:13]1[CH2:14][CH2:15][CH:16]([C:19]([OH:21])=[O:20])[CH2:17][CH2:18]1)[C:1]1[CH:6]=[CH:5][CH:4]=[CH:3][CH:2]=1, predict the reactants needed to synthesize it. The reactants are: [C:1]1(C)[CH:6]=[CH:5][C:4](S(Cl)(=O)=O)=[CH:3][CH:2]=1.[OH:12][CH:13]1[CH2:18][CH2:17][CH:16]([C:19]([O:21]CC)=[O:20])[CH2:15][CH2:14]1.